Dataset: Forward reaction prediction with 1.9M reactions from USPTO patents (1976-2016). Task: Predict the product of the given reaction. (1) Given the reactants [OH:1][C:2]1[CH:11]=[CH:10][C:9]2[C:4](=[CH:5][CH:6]=[CH:7][CH:8]=2)[N:3]=1.[H-].[Na+].[C:14]([O:18][C:19]([NH:21][CH2:22][CH2:23][CH2:24][CH2:25][CH2:26][CH2:27]Br)=[O:20])([CH3:17])([CH3:16])[CH3:15].O, predict the reaction product. The product is: [C:14]([O:18][C:19]([NH:21][CH2:22][CH2:23][CH2:24][CH2:25][CH2:26][CH2:27][N:3]1[C:4]2[C:9](=[CH:8][CH:7]=[CH:6][CH:5]=2)[CH:10]=[CH:11][C:2]1=[O:1])=[O:20])([CH3:17])([CH3:16])[CH3:15]. (2) Given the reactants [CH2:1]([S:5][C:6]1[N:11]=[C:10](Cl)[CH:9]=[CH:8][N:7]=1)[CH2:2][CH2:3][CH3:4].[N+:13]([C:16]1[CH:24]=[CH:23][CH:22]=[C:21]2[C:17]=1[CH:18]=[N:19][NH:20]2)([O-:15])=[O:14].[H-].[Na+].CN1C(=O)CCC1, predict the reaction product. The product is: [CH2:1]([S:5][C:6]1[N:11]=[C:10]([N:20]2[C:21]3[C:17](=[C:16]([N+:13]([O-:15])=[O:14])[CH:24]=[CH:23][CH:22]=3)[CH:18]=[N:19]2)[CH:9]=[CH:8][N:7]=1)[CH2:2][CH2:3][CH3:4].